This data is from Full USPTO retrosynthesis dataset with 1.9M reactions from patents (1976-2016). The task is: Predict the reactants needed to synthesize the given product. (1) The reactants are: C([O:4][C@H:5]1[CH2:22][CH2:21][C@@:20]2([CH3:23])[C@@H:7]([CH2:8][CH2:9][C@:10]3([CH3:50])[C@@H:19]2[CH2:18][CH2:17][C@H:16]2[C@@:11]3([CH3:49])[CH2:12][CH2:13][C@@:14]3([C:31]([N:33]4[CH2:37][CH2:36][CH2:35][C@H:34]4[C:38]4[NH:39][C:40]([C:43]5[CH:44]=[N:45][CH:46]=[CH:47][CH:48]=5)=[CH:41][N:42]=4)=[O:32])[CH2:26][CH2:25][C@@H:24]([C:27]4([CH3:30])[CH2:29][CH2:28]4)[C@@H:15]32)[C:6]1([CH3:52])[CH3:51])(=O)C.C(=O)([O-])[O-].[K+].[K+]. Given the product [OH:4][C@H:5]1[CH2:22][CH2:21][C@@:20]2([CH3:23])[C@@H:7]([CH2:8][CH2:9][C@:10]3([CH3:50])[C@@H:19]2[CH2:18][CH2:17][C@H:16]2[C@@:11]3([CH3:49])[CH2:12][CH2:13][C@@:14]3([C:31]([N:33]4[CH2:37][CH2:36][CH2:35][C@H:34]4[C:38]4[NH:39][C:40]([C:43]5[CH:44]=[N:45][CH:46]=[CH:47][CH:48]=5)=[CH:41][N:42]=4)=[O:32])[CH2:26][CH2:25][C@@H:24]([C:27]4([CH3:30])[CH2:28][CH2:29]4)[C@@H:15]32)[C:6]1([CH3:52])[CH3:51], predict the reactants needed to synthesize it. (2) Given the product [N+:17]([C:15]1[CH:16]=[C:11]([C:10]2[O:21][C:2]3[CH:7]=[CH:6][C:5]([F:8])=[CH:4][C:3]=3[N:9]=2)[C:12]([F:20])=[CH:13][CH:14]=1)([O-:19])=[O:18], predict the reactants needed to synthesize it. The reactants are: O[C:2]1[CH:7]=[CH:6][C:5]([F:8])=[CH:4][C:3]=1[NH:9][C:10](=[O:21])[C:11]1[CH:16]=[C:15]([N+:17]([O-:19])=[O:18])[CH:14]=[CH:13][C:12]=1[F:20].O.C1(C)C=CC(S(O)(=O)=O)=CC=1.